From a dataset of Reaction yield outcomes from USPTO patents with 853,638 reactions. Predict the reaction yield, written as a fraction of the theoretical maximum amount of product (1.0 means a 100% yield; for example, 0.34 means a 34% yield). (1) The reactants are [CH3:1][O:2][C:3]1[CH:4]=[CH:5][CH:6]=[C:7]2[C:11]=1[CH:10]([NH:12][C:13]1[C:18]([CH2:19][OH:20])=[CH:17][N:16]=[C:15]([S:21][CH3:22])[N:14]=1)[CH2:9][CH2:8]2. The catalyst is ClCCl.[O-2].[O-2].[Mn+4]. The product is [CH3:1][O:2][C:3]1[CH:4]=[CH:5][CH:6]=[C:7]2[C:11]=1[CH:10]([NH:12][C:13]1[C:18]([CH:19]=[O:20])=[CH:17][N:16]=[C:15]([S:21][CH3:22])[N:14]=1)[CH2:9][CH2:8]2. The yield is 0.800. (2) The reactants are Br[C:2]1[CH:7]=[CH:6][C:5]([O:8][CH:9]2[CH2:12][N:11]([CH3:13])[CH2:10]2)=[CH:4][N:3]=1.[NH2:14][C:15]1[C:16](=[O:23])[N:17]([CH3:22])[CH:18]=[C:19]([Br:21])[CH:20]=1.C([O-])([O-])=O.[Cs+].[Cs+].CC1(C)C2C(=C(P(C3C=CC=CC=3)C3C=CC=CC=3)C=CC=2)OC2C(P(C3C=CC=CC=3)C3C=CC=CC=3)=CC=CC1=2. The catalyst is O1CCOCC1.O. The product is [Br:21][C:19]1[CH:20]=[C:15]([NH:14][C:2]2[CH:7]=[CH:6][C:5]([O:8][CH:9]3[CH2:12][N:11]([CH3:13])[CH2:10]3)=[CH:4][N:3]=2)[C:16](=[O:23])[N:17]([CH3:22])[CH:18]=1. The yield is 0.400.